Dataset: Catalyst prediction with 721,799 reactions and 888 catalyst types from USPTO. Task: Predict which catalyst facilitates the given reaction. (1) The catalyst class is: 65. Product: [Br:1][C:2]1[C:7]([N+:10]([O-:12])=[O:11])=[C:6]([NH2:8])[CH:5]=[C:4]([Br:9])[N:3]=1. Reactant: [Br:1][C:2]1[CH:7]=[C:6]([NH2:8])[CH:5]=[C:4]([Br:9])[N:3]=1.[N+:10]([O-])([OH:12])=[O:11]. (2) Reactant: [Cl:1][C:2]1[C:19]([Cl:20])=[CH:18][C:5]([CH2:6][N:7]2C(=O)C3C(=CC=CC=3)C2=O)=[C:4]([O:21][CH3:22])[CH:3]=1.O.NN. Product: [Cl:1][C:2]1[C:19]([Cl:20])=[CH:18][C:5]([CH2:6][NH2:7])=[C:4]([O:21][CH3:22])[CH:3]=1. The catalyst class is: 14. (3) Reactant: Cl.[NH2:2][CH2:3][C@@H:4]([C:9]1[CH:14]=[CH:13][C:12]([Cl:15])=[CH:11][CH:10]=1)[CH2:5][C:6]([OH:8])=[O:7].[OH-].[Na+]. Product: [NH2:2][CH2:3][C@@H:4]([C:9]1[CH:10]=[CH:11][C:12]([Cl:15])=[CH:13][CH:14]=1)[CH2:5][C:6]([OH:8])=[O:7]. The catalyst class is: 6. (4) Reactant: [NH:1]1[C:5]2[CH:6]=[CH:7][CH:8]=[CH:9][C:4]=2[N:3]=[C:2]1[CH:10]1[CH2:15][CH2:14][CH2:13][CH:12]([NH:16][C:17]([C:19]2[CH:28]=[CH:27][C:22]3[O:23][CH2:24][CH2:25][O:26][C:21]=3[CH:20]=2)=[O:18])[CH2:11]1.I[CH2:30][CH3:31].C(=O)([O-])[O-].[K+].[K+]. Product: [CH2:30]([N:1]1[C:5]2[CH:6]=[CH:7][CH:8]=[CH:9][C:4]=2[N:3]=[C:2]1[CH:10]1[CH2:15][CH2:14][CH2:13][CH:12]([NH:16][C:17]([C:19]2[CH:28]=[CH:27][C:22]3[O:23][CH2:24][CH2:25][O:26][C:21]=3[CH:20]=2)=[O:18])[CH2:11]1)[CH3:31]. The catalyst class is: 3.